This data is from Full USPTO retrosynthesis dataset with 1.9M reactions from patents (1976-2016). The task is: Predict the reactants needed to synthesize the given product. (1) Given the product [Br:1][C:16]1[CH:17]=[CH:18][N:14]([S:11]([C:8]2[CH:7]=[CH:6][C:5]([C:4]([F:3])([F:19])[F:20])=[CH:10][CH:9]=2)(=[O:13])=[O:12])[CH:15]=1, predict the reactants needed to synthesize it. The reactants are: [Br:1]Br.[F:3][C:4]([F:20])([F:19])[C:5]1[CH:10]=[CH:9][C:8]([S:11]([N:14]2[CH:18]=[CH:17][CH:16]=[CH:15]2)(=[O:13])=[O:12])=[CH:7][CH:6]=1.[OH-].[Na+]. (2) Given the product [OH:17][C:13]([C:15]1[N:1]=[N:2][N:3]([CH2:9][CH2:8][C:7]([O:6][CH3:5])=[O:11])[CH:16]=1)([CH3:14])[CH3:12], predict the reactants needed to synthesize it. The reactants are: [N-:1]=[N+:2]=[N-:3].[Na+].[CH3:5][O:6][C:7](=[O:11])[CH2:8][CH2:9]Br.[CH3:12][C:13]([OH:17])([C:15]#[CH:16])[CH3:14]. (3) Given the product [Cl:1][C:2]1[CH:3]=[C:4]2[C:9](=[CH:10][CH:11]=1)[C@@:8]1([CH2:17][O:16][C:15]3[CH:18]=[CH:19][C:20]([C:22]([OH:24])=[O:23])=[CH:21][C:14]=3[N:13]([CH2:26][C@@H:27]3[CH2:30][CH2:29][C@H:28]3[C@@H:31]([OH:34])[CH:32]=[CH2:33])[CH2:12]1)[CH2:7][CH2:6][CH2:5]2, predict the reactants needed to synthesize it. The reactants are: [Cl:1][C:2]1[CH:3]=[C:4]2[C:9](=[CH:10][CH:11]=1)[C@@:8]1([CH2:17][O:16][C:15]3[CH:18]=[CH:19][C:20]([C:22]([O:24]C)=[O:23])=[CH:21][C:14]=3[N:13]([CH2:26][C@@H:27]3[CH2:30][CH2:29][C@H:28]3[C@@H:31]([OH:34])[CH:32]=[CH2:33])[CH2:12]1)[CH2:7][CH2:6][CH2:5]2.CO.O.O[Li].O. (4) Given the product [C@@H:1]([N:5]([CH3:30])[C:6]1[C:7]([C:20]2[CH:25]=[CH:24][C:23]([F:26])=[CH:22][CH:21]=2)=[N:8][C:9]2[C:14]([N:15]=1)=[CH:13][C:12]([C:16]([OH:18])=[O:17])=[CH:11][CH:10]=2)([CH2:3][CH3:4])[CH3:2], predict the reactants needed to synthesize it. The reactants are: [C@@H:1]([NH:5][C:6]1[C:7]([C:20]2[CH:25]=[CH:24][C:23]([F:26])=[CH:22][CH:21]=2)=[N:8][C:9]2[C:14]([N:15]=1)=[CH:13][C:12]([C:16]([O:18]C)=[O:17])=[CH:11][CH:10]=2)([CH2:3][CH3:4])[CH3:2].[H-].[Na+].I[CH3:30]. (5) Given the product [CH2:19]([O:12][C:10]1[CH:9]=[CH:8][C:3]([C:4]([O:6][CH3:7])=[O:5])=[C:2]([OH:1])[CH:11]=1)[C:20]1[CH:25]=[CH:24][CH:23]=[CH:22][CH:21]=1, predict the reactants needed to synthesize it. The reactants are: [OH:1][C:2]1[CH:11]=[C:10]([OH:12])[CH:9]=[CH:8][C:3]=1[C:4]([O:6][CH3:7])=[O:5].C(=O)([O-])[O-].[K+].[K+].[CH2:19](Br)[C:20]1[CH:25]=[CH:24][CH:23]=[CH:22][CH:21]=1.[I-].[K+]. (6) The reactants are: Br[C:2]1[CH:3]=[C:4]2[C:9](=[CH:10][CH:11]=1)[N:8]=[CH:7][C:6]([C:12](=[O:14])[CH3:13])=[C:5]2[NH:15][C@H:16]1[CH2:21][CH2:20][C@H:19]([CH2:22][N:23]([CH3:25])[CH3:24])[CH2:18][CH2:17]1.[Cl:26][C:27]1[CH:32]=[C:31](B2OC(C)(C)C(C)(C)O2)[CH:30]=[C:29]([Cl:42])[C:28]=1[OH:43]. Given the product [Cl:26][C:27]1[CH:32]=[C:31]([C:2]2[CH:3]=[C:4]3[C:9](=[CH:10][CH:11]=2)[N:8]=[CH:7][C:6]([C:12](=[O:14])[CH3:13])=[C:5]3[NH:15][C@H:16]2[CH2:21][CH2:20][C@H:19]([CH2:22][N:23]([CH3:24])[CH3:25])[CH2:18][CH2:17]2)[CH:30]=[C:29]([Cl:42])[C:28]=1[OH:43], predict the reactants needed to synthesize it. (7) Given the product [NH2:1][C:2]1[C:7]([C:8]2[CH:16]=[CH:15][C:11]([C:12]([OH:14])=[O:13])=[C:10]([F:17])[CH:9]=2)=[CH:6][C:5]([CH:18]2[CH2:22][C:21](=[O:23])[NH:20][CH2:19]2)=[CH:4][N:3]=1, predict the reactants needed to synthesize it. The reactants are: [NH2:1][C:2]1[C:7]([C:8]2[CH:16]=[CH:15][C:11]([C:12]([OH:14])=[O:13])=[C:10]([F:17])[CH:9]=2)=[CH:6][C:5]([C:18]2[CH2:19][NH:20][C:21](=[O:23])[CH:22]=2)=[CH:4][N:3]=1. (8) Given the product [C:14]([O:18][C:19]([N:21]1[CH2:26][CH2:25][N:24]([C:4]2[C:3]([C:1]#[N:2])=[CH:9][C:8]([N+:10]([O-:12])=[O:11])=[C:6]([CH:5]=2)[NH2:7])[CH:23]([CH3:27])[CH2:22]1)=[O:20])([CH3:17])([CH3:15])[CH3:16], predict the reactants needed to synthesize it. The reactants are: [C:1]([C:3]1[CH:9]=[C:8]([N+:10]([O-:12])=[O:11])[C:6]([NH2:7])=[CH:5][C:4]=1F)#[N:2].[C:14]([O:18][C:19]([N:21]1[CH2:26][CH2:25][NH:24][CH:23]([CH3:27])[CH2:22]1)=[O:20])([CH3:17])([CH3:16])[CH3:15].[OH-].[Na+]. (9) Given the product [OH:4][CH:5]1[S:22][C@H:21]([CH2:23][OH:24])[C@@H:16]([OH:17])[C@H:11]([OH:12])[C@H:6]1[OH:7], predict the reactants needed to synthesize it. The reactants are: C([O:4][CH:5]1[S:22][C@H:21]([CH2:23][O:24]C(=O)C)[C@@H:16]([O:17]C(=O)C)[C@H:11]([O:12]C(=O)C)[C@H:6]1[O:7]C(=O)C)(=O)C.